From a dataset of Experimentally validated miRNA-target interactions with 360,000+ pairs, plus equal number of negative samples. Binary Classification. Given a miRNA mature sequence and a target amino acid sequence, predict their likelihood of interaction. (1) The miRNA is mmu-miR-450b-5p with sequence UUUUGCAGUAUGUUCCUGAAUA. The protein sequence of the target gene is MKVVNLKQAILQAWKERWSDYQWAINMKKFFPKGATWDILNLADALLEQAMIGPSPNPLILSYLKYAISSQMVSYSSVLTAISKFDDFSRDLCVQALLDIMDMFCDRLSCHGKAEECIGLCRALLSALHWLLRCTAASAERLREGLEAGTPAAGEKQLAMCLQRLEKTLSSTKNRALLHIAKLEEASSWTAIEHSLLKLGEILANLSNPQLRSQAEQCGTLIRSIPTMLSVHAEQMHKTGFPTVHAVILLEGTMNLTGETQSLVEQLTMVKRMQHIPTPLFVLEIWKACFVGLIESPEGT.... Result: 0 (no interaction). (2) The miRNA is hsa-miR-488-5p with sequence CCCAGAUAAUGGCACUCUCAA. The protein sequence of the target gene is MAHAAQVGLQDATSPIMEELITFHDHALMIIFLICFLVLYALFLTLTTKLTNTNISDAQEMETVWTILPAIILVLIALPSLRILYMTDEVNDPSLTIKSIGHQWYWTYEYTDYGGLIFNSYMLPPLFLEPGDLRLLDVDNRVVLPIEAPIRMMITSQDVLHSWAVPTLGLKTDAIPGRLNQTTFTATRPGVYYGQCSEICGANHSFMPIVLELIPLKIFEMGPVFTL. Result: 0 (no interaction). (3) The miRNA is hsa-miR-5587-5p with sequence AUGGUCACCUCCGGGACU. The protein sequence of the target gene is MYRQLVNILTALFAFFLGTNHFREAFCKDHDSRSGKHPSQTLSPSDFLDKLMGRTSGYDARIRPNFKGPPVNVTCNIFINSFGSVTETTMDYRVNIFLRQQWNDSRLAYSEYPDDSLDLDPSMLDSIWKPDLFFANEKGANFHDVTTDNKLLRISKNGKVLYSIRLTLTLSCPMDLKNFPMDVQTCTMQLESFGYTMNDLIFEWLSDGPVQVAEGLTLPQFILKEEKELGYCTKHYNTGKFTCIEVKFHLERQMGYYLIQMYIPSLLIVILSWVSFWINMDAAPARVALGITTVLTMTTQ.... Result: 0 (no interaction). (4) The miRNA is hsa-miR-411-3p with sequence UAUGUAACACGGUCCACUAACC. The protein sequence of the target gene is MAPPLLSLPLCILPPGSGSPRLVCYCERDSGGDGDRDDFNLYVTDAAELWSTCFSPDSLARLKARFGLSGAEDIHSRFRAACQQQAVTVSLQEDRALITLSGDTPALAFDLSKVPSPEAAPRLQALTLSLAEHVCNLERRLAAAEETITSPKKNTQPAGTQFLPELDHQRGSSGPGVRRRCPGESLINPGFKSKKPAAGVDFDET. Result: 0 (no interaction). (5) The miRNA is hsa-miR-7106-3p with sequence AGCUCCCUGAAUCCCUGUCCCAG. The protein sequence of the target gene is MGLGVSAEQPAGGAEGFHLHGVQENSPAQQAGLEPYFDFIITIGHSRLNKENDTLKALLKANVEKPVKLEVFNMKTMRVREVEVVPSNMWGGQGLLGASVRFCSFRRASEQVWHVLDVEPSSPAALAGLRPYTDYVVGSDQILQESEDFFTLIESHEGKPLKLMVYNSKSDSCREVTVTPNAAWGGEGSLGCGIGYGYLHRIPTQPPSYHKKPPGTPPPSALPLGAPPPDALPPGPTPEDSPSLETGSRQSDYMEALLQAPGSSMEDPLPGPGSPSHSAPDPDGLPHFMETPLQPPPPVQ.... Result: 0 (no interaction). (6) The miRNA is hsa-miR-6870-5p with sequence UGGGGGAGAUGGGGGUUGA. The protein sequence of the target gene is MAEGGASKGEEPEKLPGLAEDEPQVLHGTGHCKWFNVRMGFGFISMISREGNPLDIPVDVFVHQSKLFMEGFRSLKEGEPVEFTFKKSPKGLESIRVTGPGGSPCLGSERRPKGKTLQKRKPKGDRCYNCGGLDHHAKECSLPPQPKKCHYCQSIMHMVANCPHKLAAQLPASSQGRQEAESQPCSSAAPREVGGGHGCTVLFPQEVKSEMAEHSDRSPQEVSSTKAFAAIGEQNKKGPLIQKRKKT. Result: 0 (no interaction). (7) Result: 0 (no interaction). The protein sequence of the target gene is MANSGCKDVTGPDEESFLYFAYGSNLLTERIHLRNPSAAFFCVARLQDFKLDFGNSQGKTSQTWHGGIATIFQSPGDEVWGVVWKMNKSNLNSLDEQEGVKSGMYVVIEVKVATQEGKEITCRSYLMTNYESAPPSPQYKKIICMGAKENGLPLEYQEKLKAIEPNDYTGKVSEEIEDIIKKGETQTL. The miRNA is mmu-miR-181c-3p with sequence ACCAUCGACCGUUGAGUGGACC.